This data is from Full USPTO retrosynthesis dataset with 1.9M reactions from patents (1976-2016). The task is: Predict the reactants needed to synthesize the given product. (1) Given the product [CH2:19]([N:8]1[CH2:9][C@H:10]([C:11]2[CH:16]=[CH:15][C:14]([Cl:17])=[C:13]([Cl:18])[CH:12]=2)[C@@H:6]([CH:4]=[O:5])[CH2:7]1)[C:20]1[CH:21]=[CH:22][CH:23]=[CH:24][CH:25]=1, predict the reactants needed to synthesize it. The reactants are: CON(C)[C:4]([C@@H:6]1[C@@H:10]([C:11]2[CH:16]=[CH:15][C:14]([Cl:17])=[C:13]([Cl:18])[CH:12]=2)[CH2:9][N:8]([CH2:19][C:20]2[CH:25]=[CH:24][CH:23]=[CH:22][CH:21]=2)[CH2:7]1)=[O:5].[H-].[Al+3].[Li+].[H-].[H-].[H-]. (2) Given the product [C:1]([CH2:2][S:3][C:9]1[N:10]([CH2:19][C:20]2[CH:21]=[CH:22][CH:23]=[CH:24][CH:25]=2)[C:11]2[C:16]([N:17]=1)=[C:15]([NH2:18])[N:14]=[CH:13][N:12]=2)([OH:5])=[O:4], predict the reactants needed to synthesize it. The reactants are: [C:1]([OH:5])(=[O:4])[CH2:2][SH:3].[H-].[Na+].Br[C:9]1[N:10]([CH2:19][C:20]2[CH:25]=[CH:24][CH:23]=[CH:22][CH:21]=2)[C:11]2[C:16]([N:17]=1)=[C:15]([NH2:18])[N:14]=[CH:13][N:12]=2. (3) Given the product [CH3:1][O:2][C:3]1[CH:4]=[CH:5][C:6]([C:9]2[N:14]=[N:13][C:12]([NH:15][C:31]([C:30]3[CH:34]=[CH:35][C:27]([O:26][C@@H:23]4[CH2:22][CH2:21][C@H:20]([C:18]([O:17][CH3:16])=[O:19])[CH2:25][CH2:24]4)=[CH:28][CH:29]=3)=[O:32])=[CH:11][CH:10]=2)=[CH:7][CH:8]=1, predict the reactants needed to synthesize it. The reactants are: [CH3:1][O:2][C:3]1[CH:8]=[CH:7][C:6]([C:9]2[N:14]=[N:13][C:12]([NH2:15])=[CH:11][CH:10]=2)=[CH:5][CH:4]=1.[CH3:16][O:17][C:18]([C@@H:20]1[CH2:25][CH2:24][C@H:23]([O:26][C:27]2[CH:35]=[CH:34][C:30]([C:31](O)=[O:32])=[CH:29][CH:28]=2)[CH2:22][CH2:21]1)=[O:19].C(Cl)CCl.C1C=CC2N(O)N=NC=2C=1.